This data is from Reaction yield outcomes from USPTO patents with 853,638 reactions. The task is: Predict the reaction yield, written as a fraction of the theoretical maximum amount of product (1.0 means a 100% yield; for example, 0.34 means a 34% yield). (1) The reactants are [CH3:1][O:2][C:3]1[CH:4]=[C:5]([NH:11][C:12]2[N:17]=[C:16]([NH:18][CH3:19])[N:15]=[C:14](Cl)[N:13]=2)[CH:6]=[C:7]([O:9][CH3:10])[CH:8]=1.[NH2:21][C:22]1[CH:27]=[CH:26][C:25]([OH:28])=[CH:24][CH:23]=1.C(Cl)Cl.[K+].[Br-]. No catalyst specified. The product is [CH3:1][O:2][C:3]1[CH:4]=[C:5]([NH:11][C:12]2[N:17]=[C:16]([NH:18][CH3:19])[N:15]=[C:14]([NH:21][C:22]3[CH:27]=[CH:26][C:25]([OH:28])=[CH:24][CH:23]=3)[N:13]=2)[CH:6]=[C:7]([O:9][CH3:10])[CH:8]=1. The yield is 0.800. (2) The yield is 0.500. The reactants are [NH2:1][C:2]1[CH:7]=[CH:6][C:5]([N:8]2[CH2:13][CH2:12][CH:11]([CH:14]([C:22]3[CH:27]=[CH:26][CH:25]=[CH:24][CH:23]=3)[C:15]([N:17]([CH2:20][CH3:21])[CH2:18][CH3:19])=[O:16])[CH2:10][CH2:9]2)=[C:4]([F:28])[CH:3]=1.[N:29]([C:32]1[C:33]([CH3:38])=[N:34][O:35][C:36]=1[CH3:37])=[C:30]=[O:31]. The catalyst is ClCCCl. The product is [CH3:38][C:33]1[C:32]([NH:29][C:30](=[O:31])[NH:1][C:2]2[CH:7]=[CH:6][C:5]([N:8]3[CH2:13][CH2:12][CH:11]([CH:14]([C:22]4[CH:23]=[CH:24][CH:25]=[CH:26][CH:27]=4)[C:15]([N:17]([CH2:18][CH3:19])[CH2:20][CH3:21])=[O:16])[CH2:10][CH2:9]3)=[C:4]([F:28])[CH:3]=2)=[C:36]([CH3:37])[O:35][N:34]=1. (3) The reactants are [F:1][C:2]1[CH:7]=[CH:6][CH:5]=[CH:4][C:3]=1[C@H:8]1[C:17]2[CH:18]=[CH:19][CH:20]=[CH:21][C:16]=2[C:15]2[N:14]=[C:13]([NH:22][C:23]3[CH:24]=[C:25]([CH2:29][CH2:30][OH:31])[CH:26]=[CH:27][CH:28]=3)[N:12]=[CH:11][C:10]=2[CH2:9]1.C(N(CC)CC)C.[CH3:39][S:40](Cl)(=[O:42])=[O:41]. The catalyst is ClCCl. The product is [CH3:39][S:40]([O:31][CH2:30][CH2:29][C:25]1[CH:26]=[CH:27][CH:28]=[C:23]([NH:22][C:13]2[N:12]=[CH:11][C:10]3[CH2:9][C@@H:8]([C:3]4[CH:4]=[CH:5][CH:6]=[CH:7][C:2]=4[F:1])[C:17]4[CH:18]=[CH:19][CH:20]=[CH:21][C:16]=4[C:15]=3[N:14]=2)[CH:24]=1)(=[O:42])=[O:41]. The yield is 0.980. (4) The reactants are Br.Br.[F:3][C:4]1[CH:5]=[C:6]([NH:33][C:34]([NH:36][C:37](=[O:45])[CH2:38][C:39]2[CH:44]=[CH:43][CH:42]=[CH:41][CH:40]=2)=[S:35])[CH:7]=[CH:8][C:9]=1[O:10][C:11]1[C:20]2[C:15](=[CH:16][C:17]([O:23][CH2:24][CH:25]3[CH2:32][CH:28]4[CH2:29][NH:30][CH2:31][CH:27]4[CH2:26]3)=[C:18]([O:21][CH3:22])[CH:19]=2)[N:14]=[CH:13][N:12]=1.C=O.[C:48]([O-])(O)=O.[Na+]. The catalyst is C(C#N)(C)=O.O.CC(O)=O. The product is [F:3][C:4]1[CH:5]=[C:6]([NH:33][C:34]([NH:36][C:37](=[O:45])[CH2:38][C:39]2[CH:40]=[CH:41][CH:42]=[CH:43][CH:44]=2)=[S:35])[CH:7]=[CH:8][C:9]=1[O:10][C:11]1[C:20]2[C:15](=[CH:16][C:17]([O:23][CH2:24][CH:25]3[CH2:32][CH:28]4[CH2:29][N:30]([CH3:48])[CH2:31][CH:27]4[CH2:26]3)=[C:18]([O:21][CH3:22])[CH:19]=2)[N:14]=[CH:13][N:12]=1. The yield is 0.400. (5) The reactants are F[C:2]1[CH:26]=[CH:25][C:5]([O:6][CH2:7][C@H:8]2[CH2:24][N:12]3[CH2:13][CH2:14][N:15]([C:17]4[CH:22]=[CH:21][C:20](N)=[CH:19][CH:18]=4)[CH2:16][C@@H:11]3[CH2:10][CH2:9]2)=[CH:4][CH:3]=1.N(OCCC(C)C)=O. The catalyst is C1COCC1. The product is [O:6]([CH2:7][C@H:8]1[CH2:24][N:12]2[CH2:13][CH2:14][N:15]([C:17]3[CH:18]=[CH:19][CH:20]=[CH:21][CH:22]=3)[CH2:16][C@@H:11]2[CH2:10][CH2:9]1)[C:5]1[CH:25]=[CH:26][CH:2]=[CH:3][CH:4]=1. The yield is 0.160. (6) The reactants are [S:1]([C:5]1[CH:10]=[CH:9][C:8]([CH2:11][CH2:12][NH:13][C:14](=[O:16])[CH3:15])=[CH:7][CH:6]=1)(=[O:4])(=[O:3])[NH2:2].[Cl:17]N1C(=O)CCC1=O.S(OOS([O-])(=O)=O)([O-])(=O)=O.[Na+].[Na+].FC(F)(F)S(O)(=O)=O.N. The catalyst is ClC(Cl)C.C([O-])(=O)C.C([O-])(=O)C.[Pd+2]. The product is [Cl:17][C:10]1[CH:9]=[C:8]([CH2:11][CH2:12][NH:13][C:14](=[O:16])[CH3:15])[CH:7]=[CH:6][C:5]=1[S:1](=[O:3])(=[O:4])[NH2:2]. The yield is 0.390. (7) The reactants are Br[C:2]1[C:6]2[N:7]=[C:8]([N:15]3[CH2:20][CH2:19][N:18]([C:21]4[CH:26]=[CH:25][C:24]([Cl:27])=[CH:23][CH:22]=4)[CH2:17][CH2:16]3)[N:9]=[C:10]([CH2:11][CH2:12][CH2:13][NH2:14])[C:5]=2[S:4][CH:3]=1.[CH3:28][O-:29].[Na+].[I-].[Na+]. The catalyst is CO.[Cu]=O. The product is [Cl:27][C:24]1[CH:25]=[CH:26][C:21]([N:18]2[CH2:19][CH2:20][N:15]([C:8]3[N:9]=[C:10]([CH2:11][CH2:12][CH2:13][NH2:14])[C:5]4[S:4][CH:3]=[C:2]([O:29][CH3:28])[C:6]=4[N:7]=3)[CH2:16][CH2:17]2)=[CH:22][CH:23]=1. The yield is 0.200. (8) The reactants are [OH:1][C:2]1([C:12]2[CH:19]=[CH:18][C:15]([C:16]#[N:17])=[CH:14][CH:13]=2)[CH2:11][CH2:10][C:5]2(OCC[O:6]2)[CH2:4][CH2:3]1.C([O-])(O)=O.[Na+].C(OCC)(=O)C.CCCCCC. The catalyst is C1COCC1.Cl. The product is [OH:1][C:2]1([C:12]2[CH:13]=[CH:14][C:15]([C:16]#[N:17])=[CH:18][CH:19]=2)[CH2:3][CH2:4][C:5](=[O:6])[CH2:10][CH2:11]1. The yield is 0.950.